This data is from Forward reaction prediction with 1.9M reactions from USPTO patents (1976-2016). The task is: Predict the product of the given reaction. (1) The product is: [OH:39][C:35]1[CH:34]=[C:33]([NH:32][CH:2]=[C:3]2[C:11]3[C:6](=[CH:7][C:8]([C:12]([C:14]4[CH:15]=[C:16]([NH:20][C:21]([C:23]5[S:24][C:25]([C:28](=[O:30])[CH3:29])=[CH:26][CH:27]=5)=[O:22])[CH:17]=[CH:18][CH:19]=4)=[O:13])=[CH:9][CH:10]=3)[NH:5][C:4]2=[O:31])[CH:38]=[CH:37][CH:36]=1. Given the reactants O[CH:2]=[C:3]1[C:11]2[C:6](=[CH:7][C:8]([C:12]([C:14]3[CH:15]=[C:16]([NH:20][C:21]([C:23]4[S:24][C:25]([C:28](=[O:30])[CH3:29])=[CH:26][CH:27]=4)=[O:22])[CH:17]=[CH:18][CH:19]=3)=[O:13])=[CH:9][CH:10]=2)[NH:5][C:4]1=[O:31].[NH2:32][C:33]1[CH:34]=[C:35]([OH:39])[CH:36]=[CH:37][CH:38]=1, predict the reaction product. (2) Given the reactants C1(O[C:8](=[O:37])[NH:9][C:10]2[CH:15]=[C:14]([C:16]3[N:20]=[C:19]([CH3:21])[O:18][N:17]=3)[CH:13]=[CH:12][C:11]=2[CH2:22][NH:23][C:24](=[O:36])[C:25]2[CH:30]=C(OC)[C:28]([CH3:33])=[C:27]([O:34][CH3:35])[CH:26]=2)C=CC=CC=1.[NH2:38][C:39]1[CH:44]=[CH:43][CH:42]=[CH:41][CH:40]=1.Cl[C:46]([O:48][CH3:49])=O, predict the reaction product. The product is: [CH3:49][O:48][C:46]1[CH:30]=[C:25]([CH:26]=[C:27]([O:34][CH3:35])[C:28]=1[CH3:33])[C:24]([NH:23][CH2:22][C:11]1[CH:12]=[CH:13][C:14]([C:16]2[N:20]=[C:19]([CH3:21])[O:18][N:17]=2)=[CH:15][C:10]=1[NH:9][C:8]([NH:38][C:39]1[CH:44]=[CH:43][CH:42]=[CH:41][CH:40]=1)=[O:37])=[O:36]. (3) Given the reactants [C:1]([S:5][CH2:6][C:7]1([CH3:14])[NH:11][C:10](=[O:12])[NH:9][C:8]1=[O:13])([CH3:4])([CH3:3])[CH3:2].NC(C)(CSC(C)(C)C)C(O)=[O:18].Cl.[O-]C#N.[K+], predict the reaction product. The product is: [C:10]([NH:11][C:7]([CH3:14])([CH2:6][S:5][C:1]([CH3:4])([CH3:3])[CH3:2])[C:8]([OH:18])=[O:13])(=[O:12])[NH2:9]. (4) Given the reactants [Br:1]Br.C([O-])(=O)C.[K+].[C:8]([C:10]1[CH:11]=[C:12]([C:17]2[N:18]=[C:19]([C:22]([O:24][CH2:25][CH3:26])=[O:23])[S:20][CH:21]=2)[CH:13]=[C:14]([F:16])[CH:15]=1)#[N:9].S([O-])([O-])=O.[Na+].[Na+], predict the reaction product. The product is: [Br:1][C:21]1[S:20][C:19]([C:22]([O:24][CH2:25][CH3:26])=[O:23])=[N:18][C:17]=1[C:12]1[CH:13]=[C:14]([F:16])[CH:15]=[C:10]([C:8]#[N:9])[CH:11]=1. (5) Given the reactants [CH3:1][N:2]1[C:10]([CH3:11])=[C:9]2[C:4]([CH:5]=[C:6]([N+:12]([O-])=O)[CH:7]=[CH:8]2)=[N:3]1, predict the reaction product. The product is: [CH3:1][N:2]1[C:10]([CH3:11])=[C:9]2[C:4]([CH:5]=[C:6]([NH2:12])[CH:7]=[CH:8]2)=[N:3]1. (6) Given the reactants [Si:1]([O:8][C@H:9]([C:38]1[CH:43]=[CH:42][CH:41]=[CH:40][CH:39]=1)[C@H:10]([NH:25]C(=O)OCC1C=CC(OC)=CC=1)[CH2:11][CH2:12][C:13](=O)[CH2:14][C:15]1[CH:20]=[CH:19][C:18]([N+:21]([O-:23])=[O:22])=[CH:17][CH:16]=1)([C:4]([CH3:7])([CH3:6])[CH3:5])([CH3:3])[CH3:2].C(O)(C(F)(F)F)=O.C([BH3-])#N.[Na+], predict the reaction product. The product is: [Si:1]([O:8][C@H:9]([C:38]1[CH:43]=[CH:42][CH:41]=[CH:40][CH:39]=1)[C@H:10]1[CH2:11][CH2:12][C@@H:13]([CH2:14][C:15]2[CH:20]=[CH:19][C:18]([N+:21]([O-:23])=[O:22])=[CH:17][CH:16]=2)[NH:25]1)([C:4]([CH3:6])([CH3:7])[CH3:5])([CH3:3])[CH3:2].[Si:1]([O:8][C@H:9]([C:38]1[CH:43]=[CH:42][CH:41]=[CH:40][CH:39]=1)[C@H:10]1[CH2:11][CH2:12][C@H:13]([CH2:14][C:15]2[CH:20]=[CH:19][C:18]([N+:21]([O-:23])=[O:22])=[CH:17][CH:16]=2)[NH:25]1)([C:4]([CH3:6])([CH3:7])[CH3:5])([CH3:3])[CH3:2]. (7) Given the reactants [O:1]1[CH2:6][CH2:5][N:4]([CH2:7][CH2:8][O:9][C:10]2[CH:11]=[C:12]([CH:18]=[CH:19][C:20]=2[C:21]#[C:22][C:23]([CH3:26])([CH3:25])[CH3:24])[C:13]([O:15]CC)=[O:14])[CH2:3][CH2:2]1.[Li+].[OH-].CO, predict the reaction product. The product is: [CH3:24][C:23]([CH3:26])([CH3:25])[C:22]#[C:21][C:20]1[CH:19]=[CH:18][C:12]([C:13]([OH:15])=[O:14])=[CH:11][C:10]=1[O:9][CH2:8][CH2:7][N:4]1[CH2:5][CH2:6][O:1][CH2:2][CH2:3]1. (8) Given the reactants [Cl:1][C:2]1[CH:3]=[C:4]([CH2:17][N:18]2[C:22]([CH3:23])=[CH:21][C:20]([C:24](Cl)=[O:25])=[N:19]2)[C:5]2[O:9][C:8]([C:10]3[CH:15]=[CH:14][CH:13]=[CH:12][CH:11]=3)=[CH:7][C:6]=2[CH:16]=1.[C:27]([NH2:31])([CH3:30])([CH3:29])[CH3:28].CCN(CC)CC, predict the reaction product. The product is: [Cl:1][C:2]1[CH:3]=[C:4]([CH2:17][N:18]2[C:22]([CH3:23])=[CH:21][C:20]([C:24]([NH:31][C:27]([CH3:30])([CH3:29])[CH3:28])=[O:25])=[N:19]2)[C:5]2[O:9][C:8]([C:10]3[CH:11]=[CH:12][CH:13]=[CH:14][CH:15]=3)=[CH:7][C:6]=2[CH:16]=1. (9) Given the reactants Br[C:2]1[CH:7]=[C:6]([CH3:8])[C:5]([C:9]2[C:10](=[O:21])[CH:11]3[CH:16]([C:17]=2[O:18]C)[CH:15]2[O:20][CH:12]3[CH2:13][CH2:14]2)=[C:4]([CH3:22])[CH:3]=1.[F-].[Cs+].CN(C)C=O.[CH2:30]([Sn](CCCC)(CCCC)C#CC)[CH2:31][CH2:32]C, predict the reaction product. The product is: [CH3:8][C:6]1[CH:7]=[C:2]([C:30]#[C:31][CH3:32])[CH:3]=[C:4]([CH3:22])[C:5]=1[CH:9]1[C:10](=[O:21])[CH:11]2[CH:16]([CH:15]3[O:20][CH:12]2[CH2:13][CH2:14]3)[C:17]1=[O:18].